This data is from Forward reaction prediction with 1.9M reactions from USPTO patents (1976-2016). The task is: Predict the product of the given reaction. (1) Given the reactants [OH:1][CH:2]([CH:8]([CH:12]1[CH2:16][CH2:15][CH2:14][CH2:13]1)[CH2:9][CH:10]=[CH2:11])[CH2:3][C:4]([O:6]C)=[O:5], predict the reaction product. The product is: [OH:1][CH:2]([CH:8]([CH:12]1[CH2:13][CH2:14][CH2:15][CH2:16]1)[CH2:9][CH:10]=[CH2:11])[CH2:3][C:4]([OH:6])=[O:5]. (2) Given the reactants [F:1][C:2]([F:30])([F:29])[C:3]1[CH:8]=[CH:7][N:6]=[C:5]([N:9]2[CH2:14][CH2:13][CH:12]([CH2:15][NH:16][C:17]([C:19]3[CH:28]=[CH:27][C:22]([C:23]([O:25]C)=[O:24])=[CH:21][CH:20]=3)=[O:18])[CH2:11][CH2:10]2)[N:4]=1.CO.O.[OH-].[Li+], predict the reaction product. The product is: [F:29][C:2]([F:1])([F:30])[C:3]1[CH:8]=[CH:7][N:6]=[C:5]([N:9]2[CH2:10][CH2:11][CH:12]([CH2:15][NH:16][C:17]([C:19]3[CH:28]=[CH:27][C:22]([C:23]([OH:25])=[O:24])=[CH:21][CH:20]=3)=[O:18])[CH2:13][CH2:14]2)[N:4]=1. (3) Given the reactants [NH2:1][C:2]1[CH:3]=[N:4][C:5]2[C:10]([C:11]=1[NH:12][CH2:13][C:14]([CH3:17])([OH:16])[CH3:15])=[N:9][CH:8]=[C:7]([Br:18])[CH:6]=2.[CH2:19]([O:21][CH2:22][C:23]([Cl:25])=[O:24])[CH3:20], predict the reaction product. The product is: [ClH:25].[Br:18][C:7]1[CH:6]=[C:5]2[C:10]([C:11]([NH:12][CH2:13][C:14]([OH:16])([CH3:15])[CH3:17])=[C:2]([NH:1][C:23](=[O:24])[CH2:22][O:21][CH2:19][CH3:20])[CH:3]=[N:4]2)=[N:9][CH:8]=1. (4) Given the reactants [F:1][C:2]1[CH:9]=[CH:8][C:7]([OH:10])=[CH:6][C:3]=1[CH2:4][OH:5].I[CH2:12][CH2:13][CH2:14][CH3:15].[C:16]([OH:23])(=[O:22])/[CH:17]=[CH:18]/[C:19]([OH:21])=[O:20].[CH2:24]([C@@H:26]1[CH2:31][NH:30][CH2:29][CH2:28][N:27]1[C:32](OCC1C=CC(OC(F)F)=CC=1)=[O:33])C, predict the reaction product. The product is: [C:16]([OH:23])(=[O:22])/[CH:17]=[CH:18]/[C:19]([OH:21])=[O:20].[CH3:24][C@@H:26]1[CH2:31][NH:30][CH2:29][CH2:28][N:27]1[C:32]([O:5][CH2:4][C:3]1[CH:6]=[C:7]([O:10][CH2:12][CH2:13][CH2:14][CH3:15])[CH:8]=[CH:9][C:2]=1[F:1])=[O:33]. (5) Given the reactants [C:1]1([CH:7]([C:11]2[CH:16]=[CH:15][CH:14]=[CH:13][CH:12]=2)[C:8](Cl)=[O:9])[CH:6]=[CH:5][CH:4]=[CH:3][CH:2]=1.[CH:17]1([CH2:20][C:21]2[O:25][C:24]([NH2:26])=[N:23][N:22]=2)[CH2:19][CH2:18]1, predict the reaction product. The product is: [CH:17]1([CH2:20][C:21]2[O:25][C:24]([NH:26][C:8](=[O:9])[CH:7]([C:11]3[CH:16]=[CH:15][CH:14]=[CH:13][CH:12]=3)[C:1]3[CH:6]=[CH:5][CH:4]=[CH:3][CH:2]=3)=[N:23][N:22]=2)[CH2:19][CH2:18]1. (6) Given the reactants C([SiH2][O:6][C:7](C)(C)[C:8]1[CH:9]=[C:10]([C:14]([C:16]2[CH:21]=[CH:20][C:19]([F:22])=[CH:18][CH:17]=2)=[O:15])[CH:11]=[N:12][CH:13]=1)(C)(C)C.[F-].C([N+](CCCC)(CCCC)CCCC)CCC, predict the reaction product. The product is: [F:22][C:19]1[CH:18]=[CH:17][C:16]([C:14]([C:10]2[CH:11]=[N:12][CH:13]=[C:8]([CH2:7][OH:6])[CH:9]=2)=[O:15])=[CH:21][CH:20]=1.